This data is from hERG Central: cardiac toxicity at 1µM, 10µM, and general inhibition. The task is: Predict hERG channel inhibition at various concentrations. (1) The molecule is CC(=O)c1cccc(Nc2cc(C)nc3ccc(C)cc23)c1.Cl. Results: hERG_inhib (hERG inhibition (general)): blocker. (2) The drug is F[B-](F)(F)F.OCCC[NH+]=c1cc(-c2ccccc2)oc2ccc(Cl)cc12. Results: hERG_inhib (hERG inhibition (general)): blocker. (3) The drug is CC(C)n1c(SCC(=O)Nc2nc3c(s2)CCCC3)nc2c1c(=O)n(C)c(=O)n2C. Results: hERG_inhib (hERG inhibition (general)): blocker. (4) Results: hERG_inhib (hERG inhibition (general)): blocker. The drug is Cn1c(OCc2cccnc2)nc2c1c(=O)n(Cc1ccc(Cl)cc1)c(=O)n2C. (5) The molecule is CC(C)(C)OC(=O)NC(Cc1ccccc1)C(=O)O. Results: hERG_inhib (hERG inhibition (general)): blocker. (6) Results: hERG_inhib (hERG inhibition (general)): blocker. The compound is CCN1CCN(CCCN(Cc2ccco2)C(=S)Nc2ccc(Cl)cc2)CC1. (7) The compound is CCOC(=O)C1(CCOc2ccccc2)CCN(Cc2cccn2-c2cccnc2)CC1. Results: hERG_inhib (hERG inhibition (general)): blocker. (8) The compound is COc1ccc(-[n+]2c(-c3ccccc3)cc(-c3ccc(C)cc3)cc2-c2ccccc2)cc1.[O-][Cl+3]([O-])([O-])[O-]. Results: hERG_inhib (hERG inhibition (general)): blocker. (9) The drug is Cc1ccc(Cn2c(=N)n(CC(O)c3ccco3)c3ccccc32)cc1.Cl. Results: hERG_inhib (hERG inhibition (general)): blocker. (10) Results: hERG_inhib (hERG inhibition (general)): blocker. The molecule is COc1cc(CN2CCCC(CO)(Cc3cccc(Cl)c3)C2)cc2c1OCO2.